The task is: Predict the reaction yield, written as a fraction of the theoretical maximum amount of product (1.0 means a 100% yield; for example, 0.34 means a 34% yield).. This data is from Reaction yield outcomes from USPTO patents with 853,638 reactions. (1) The reactants are [CH:1]1([NH2:4])[CH2:3][CH2:2]1.[CH2:5]([O:7][C:8]1[CH:9]=[CH:10][C:11]2[N:12]([CH:14]=[C:15]([C:17]3[CH:18]=[CH:19][C:20]([C:27]([F:30])([F:29])[F:28])=[C:21]([S:23](Cl)(=[O:25])=[O:24])[CH:22]=3)[N:16]=2)[N:13]=1)[CH3:6]. The catalyst is C(#N)C. The product is [CH:1]1([NH:4][S:23]([C:21]2[CH:22]=[C:17]([C:15]3[N:16]=[C:11]4[CH:10]=[CH:9][C:8]([O:7][CH2:5][CH3:6])=[N:13][N:12]4[CH:14]=3)[CH:18]=[CH:19][C:20]=2[C:27]([F:30])([F:28])[F:29])(=[O:24])=[O:25])[CH2:3][CH2:2]1. The yield is 0.670. (2) The catalyst is CCO. The product is [Br:1][C:2]1[CH:18]=[CH:17][C:5]2[S:6][C:7]([C:10]3[CH:11]=[CH:12][N:24]=[C:25]([NH2:27])[N:26]=3)=[C:8]([CH3:9])[C:4]=2[CH:3]=1. The reactants are [Br:1][C:2]1[CH:18]=[CH:17][C:5]2[S:6][C:7]([C:10](=O)/[CH:11]=[CH:12]/N(C)C)=[C:8]([CH3:9])[C:4]=2[CH:3]=1.[O-]CC.[Na+].Cl.[NH2:24][C:25]([NH2:27])=[NH:26]. The yield is 0.540. (3) The reactants are Cl[C:2]1[C:3]2[N:10]([CH3:11])[C:9]([C:12]3[O:13][CH:14]=[CH:15][CH:16]=3)=[CH:8][C:4]=2[N:5]=[CH:6][N:7]=1.[NH2:17][C:18]1[CH:23]=[CH:22][C:21]([OH:24])=[CH:20][C:19]=1[Cl:25].C(=O)([O-])[O-].[K+].[K+].CN1CCCC1=O. The catalyst is C(OCC)(=O)C. The product is [Cl:25][C:19]1[CH:20]=[C:21]([O:24][C:2]2[C:3]3[N:10]([CH3:11])[C:9]([C:12]4[O:13][CH:14]=[CH:15][CH:16]=4)=[CH:8][C:4]=3[N:5]=[CH:6][N:7]=2)[CH:22]=[CH:23][C:18]=1[NH2:17]. The yield is 0.590. (4) The reactants are [CH2:1]([O:3][C:4](=[O:27])[CH2:5][N:6]([S:15]([N:18]1[C:26]2[C:21](=[CH:22][CH:23]=[CH:24][CH:25]=2)[CH2:20][CH2:19]1)(=[O:17])=[O:16])[CH2:7][C:8]1[CH:13]=[CH:12][C:11]([OH:14])=[CH:10][CH:9]=1)[CH3:2].[CH3:28][C:29]1[O:33][C:32]([C:34]2[S:35][CH:36]=[CH:37][CH:38]=2)=[N:31][C:30]=1[CH2:39][CH2:40]O.C1(P(C2C=CC=CC=2)C2C=CC=CC=2)C=CC=CC=1.N(C(OC(C)C)=O)=NC(OC(C)C)=O. No catalyst specified. The product is [CH2:1]([O:3][C:4](=[O:27])[CH2:5][N:6]([S:15]([N:18]1[C:26]2[C:21](=[CH:22][CH:23]=[CH:24][CH:25]=2)[CH2:20][CH2:19]1)(=[O:17])=[O:16])[CH2:7][C:8]1[CH:9]=[CH:10][C:11]([O:14][CH2:40][CH2:39][C:30]2[N:31]=[C:32]([C:34]3[S:35][CH:36]=[CH:37][CH:38]=3)[O:33][C:29]=2[CH3:28])=[CH:12][CH:13]=1)[CH3:2]. The yield is 0.940. (5) No catalyst specified. The product is [C:11]1([C:10]([C:17]2[CH:22]=[CH:21][CH:20]=[CH:19][CH:18]=2)=[N:23][NH:24][C:2]2[CH:7]=[C:6]([O:8][CH3:9])[CH:5]=[CH:4][N:3]=2)[CH:12]=[CH:13][CH:14]=[CH:15][CH:16]=1. The reactants are Cl[C:2]1[CH:7]=[C:6]([O:8][CH3:9])[CH:5]=[CH:4][N:3]=1.[C:10](=[N:23][NH2:24])([C:17]1[CH:22]=[CH:21][CH:20]=[CH:19][CH:18]=1)[C:11]1[CH:16]=[CH:15][CH:14]=[CH:13][CH:12]=1. The yield is 0.730. (6) The reactants are C([O:3][C:4]([C:6]1[NH:7][C:8]2[C:13]([CH:14]=1)=[CH:12][C:11]([C:15]#[N:16])=[CH:10][CH:9]=2)=O)C.[NH3:17].CO. No catalyst specified. The product is [C:15]([C:11]1[CH:12]=[C:13]2[C:8](=[CH:9][CH:10]=1)[NH:7][C:6]([C:4]([NH2:17])=[O:3])=[CH:14]2)#[N:16]. The yield is 0.833. (7) The catalyst is C1C=CC(/C=C/C(/C=C/C2C=CC=CC=2)=O)=CC=1.C1C=CC(/C=C/C(/C=C/C2C=CC=CC=2)=O)=CC=1.C1C=CC(/C=C/C(/C=C/C2C=CC=CC=2)=O)=CC=1.[Pd].[Pd]. The yield is 0.400. The reactants are [CH2:1]([C:5]1[O:6][C:7]([C:10]2[CH:11]=[C:12]3[C:16](=[CH:17][CH:18]=2)[N:15]([S:19]([C:22]2[CH:28]=[CH:27][C:25]([CH3:26])=[CH:24][CH:23]=2)(=[O:21])=[O:20])[CH:14]=[C:13]3B2OC(C)(C)C(C)(C)O2)=[N:8][N:9]=1)[CH:2]([CH3:4])[CH3:3].C1(P(C2CCCCC2)C2C=CC=CC=2C2C(C(C)C)=CC(C(C)C)=CC=2C(C)C)CCCCC1.Br[C:73]1[N:78]=[C:77]([CH:79]2[CH2:81][CH2:80]2)[CH:76]=[CH:75][N:74]=1.P([O-])([O-])([O-])=O.[K+].[K+].[K+]. The product is [CH:79]1([C:77]2[CH:76]=[CH:75][N:74]=[C:73]([C:13]3[C:12]4[C:16](=[CH:17][CH:18]=[C:10]([C:7]5[O:6][C:5]([CH2:1][CH:2]([CH3:3])[CH3:4])=[N:9][N:8]=5)[CH:11]=4)[N:15]([S:19]([C:22]4[CH:28]=[CH:27][C:25]([CH3:26])=[CH:24][CH:23]=4)(=[O:21])=[O:20])[CH:14]=3)[N:78]=2)[CH2:81][CH2:80]1.